From a dataset of Forward reaction prediction with 1.9M reactions from USPTO patents (1976-2016). Predict the product of the given reaction. (1) The product is: [F:1][C:2]1[CH:7]=[CH:6][C:5]([C@@H:8]([NH:10][CH2:21][CH2:20][CH:19]([S:23]([OH:25])(=[O:24])=[O:22])[CH3:18])[CH3:9])=[CH:4][CH:3]=1. Given the reactants [F:1][C:2]1[CH:7]=[CH:6][C:5]([C@@H:8]([NH2:10])[CH3:9])=[CH:4][CH:3]=1.C1(C)C=CC=CC=1.[CH3:18][CH:19]1[S:23](=[O:25])(=[O:24])[O:22][CH2:21][CH2:20]1, predict the reaction product. (2) The product is: [CH:1]([C:4]1[CH:11]=[CH:10][C:7]([CH2:8][C:18]([CH2:17][CH2:16][C:15]([F:14])([F:23])[F:24])([C:19]#[N:20])[C:21]#[N:22])=[CH:6][CH:5]=1)([CH3:3])[CH3:2]. Given the reactants [CH:1]([C:4]1[CH:11]=[CH:10][C:7]([CH2:8]Br)=[CH:6][CH:5]=1)([CH3:3])[CH3:2].[H-].[Na+].[F:14][C:15]([F:24])([F:23])[CH2:16][CH2:17][CH:18]([C:21]#[N:22])[C:19]#[N:20], predict the reaction product. (3) The product is: [NH2:14][N:6]1[C:7]2[C:12](=[CH:11][CH:10]=[CH:9][CH:8]=2)[CH:13]=[C:5]1[C:3]([NH2:16])=[O:2]. Given the reactants C[O:2][C:3]([C:5]1[N:6]([NH2:14])[C:7]2[C:12]([CH:13]=1)=[CH:11][CH:10]=[CH:9][CH:8]=2)=O.[OH-].[NH4+:16], predict the reaction product.